This data is from Drug-induced liver injury (DILI) classification data. The task is: Regression/Classification. Given a drug SMILES string, predict its toxicity properties. Task type varies by dataset: regression for continuous values (e.g., LD50, hERG inhibition percentage) or binary classification for toxic/non-toxic outcomes (e.g., AMES mutagenicity, cardiotoxicity, hepatotoxicity). Dataset: dili. The drug is CC(C)c1nc(CN(C)C(=O)NC(C(=O)NC(Cc2ccccc2)CC(O)C(Cc2ccccc2)NC(=O)OCc2cncs2)C(C)C)cs1. The result is 1 (causes liver injury).